This data is from Forward reaction prediction with 1.9M reactions from USPTO patents (1976-2016). The task is: Predict the product of the given reaction. (1) The product is: [Br:43][C:40]1[CH:41]=[CH:42][C:37]([C:36]2[C:29]3[CH:30]=[C:31]([O:34][CH3:35])[CH:32]=[CH:33][C:28]=3[NH:27][C:25](=[O:26])[C@H:19]([CH2:20][C:21]([O:23][CH3:24])=[O:22])[N:18]=2)=[CH:38][CH:39]=1. Given the reactants C1C2C(COC([NH:18][C@H:19]([C:25]([NH:27][C:28]3[CH:33]=[CH:32][C:31]([O:34][CH3:35])=[CH:30][C:29]=3[C:36](=O)[C:37]3[CH:42]=[CH:41][C:40]([Br:43])=[CH:39][CH:38]=3)=[O:26])[CH2:20][C:21]([O:23][CH3:24])=[O:22])=O)C3C(=CC=CC=3)C=2C=CC=1, predict the reaction product. (2) Given the reactants Br[C:2]1[CH:7]=[CH:6][N:5]([C:8]2[CH:9]=[CH:10][C:11]3[N:12]([C:14]([CH3:20])=[C:15]([CH:17]4[CH2:19][CH2:18]4)[N:16]=3)[CH:13]=2)[C:4](=[O:21])[CH:3]=1.[Cl:22][C:23]1[CH:33]=[CH:32][C:26](/[CH:27]=[CH:28]/B(O)O)=[CH:25][CH:24]=1.C(=O)([O-])[O-].[K+].[K+].C1COCC1, predict the reaction product. The product is: [Cl:22][C:23]1[CH:33]=[CH:32][C:26](/[CH:27]=[CH:28]/[C:2]2[CH:7]=[CH:6][N:5]([C:8]3[CH:9]=[CH:10][C:11]4[N:12]([C:14]([CH3:20])=[C:15]([CH:17]5[CH2:19][CH2:18]5)[N:16]=4)[CH:13]=3)[C:4](=[O:21])[CH:3]=2)=[CH:25][CH:24]=1. (3) The product is: [CH3:22][C@H:21]([NH:23][C:24](=[O:33])[O:25][CH2:26][C:27]1[CH:32]=[CH:31][CH:30]=[CH:29][CH:28]=1)[C:20](=[O:34])[C:7]1[S:8][CH:9]=[CH:10][N:11]=1. Given the reactants C([Li])CCC.Br[C:7]1[S:8][CH:9]=[CH:10][N:11]=1.C([Mg]Cl)(C)C.CON(C)[C:20](=[O:34])[C@@H:21]([NH:23][C:24](=[O:33])[O:25][CH2:26][C:27]1[CH:32]=[CH:31][CH:30]=[CH:29][CH:28]=1)[CH3:22].[Li]C1SC=CN=1.[NH4+].[Cl-], predict the reaction product. (4) Given the reactants [NH2:1][CH2:2][C:3]1[CH:4]=[C:5]([C:9]2[CH:10]=[C:11]3[C:15](=[CH:16][CH:17]=2)[CH2:14][CH:13]([NH:18][S:19]([CH:22]([CH3:24])[CH3:23])(=[O:21])=[O:20])[CH2:12]3)[CH:6]=[CH:7][CH:8]=1.C(N(CC)CC)C.[CH3:32][S:33](Cl)(=[O:35])=[O:34], predict the reaction product. The product is: [CH3:32][S:33]([NH:1][CH2:2][C:3]1[CH:4]=[C:5]([C:9]2[CH:10]=[C:11]3[C:15](=[CH:16][CH:17]=2)[CH2:14][CH:13]([NH:18][S:19]([CH:22]([CH3:24])[CH3:23])(=[O:21])=[O:20])[CH2:12]3)[CH:6]=[CH:7][CH:8]=1)(=[O:35])=[O:34]. (5) Given the reactants [OH-:1].[K+].[Br:3][C:4]1[CH:5]=[C:6]([OH:10])[CH:7]=[CH:8][CH:9]=1.F[C:12]1[CH:19]=[CH:18][C:15](C#N)=[CH:14][CH:13]=1.CN([CH:23]=[O:24])C, predict the reaction product. The product is: [Br:3][C:4]1[CH:5]=[C:6]([CH:7]=[CH:8][CH:9]=1)[O:10][C:12]1[CH:19]=[CH:18][C:15]([C:23]([OH:24])=[O:1])=[CH:14][CH:13]=1. (6) Given the reactants [CH2:1]([O:3][C:4]1[CH:9]=[CH:8][C:7]([N:10]2[C:18]([CH3:19])=[C:17]3[C:12]([C:13]([CH3:21])=[N:14][N:15]=[C:16]3[CH3:20])=[C:11]2[CH3:22])=[C:6]([CH:23]=[CH2:24])[CH:5]=1)[CH3:2].NN, predict the reaction product. The product is: [CH2:1]([O:3][C:4]1[CH:9]=[CH:8][C:7]([N:10]2[C:11]([CH3:22])=[C:12]3[C:17]([C:16]([CH3:20])=[N:15][N:14]=[C:13]3[CH3:21])=[C:18]2[CH3:19])=[C:6]([CH2:23][CH3:24])[CH:5]=1)[CH3:2]. (7) The product is: [F:33][C:32]([F:35])([F:34])[C:30]([OH:36])=[O:31].[Si:1]([O:8][CH:9]1[CH2:13][NH:12][C@@H:11]([C:21]2[CH:26]=[C:25]([F:27])[CH:24]=[CH:23][C:22]=2[O:28][CH3:29])[CH2:10]1)([C:4]([CH3:7])([CH3:6])[CH3:5])([CH3:2])[CH3:3]. Given the reactants [Si:1]([O:8][CH:9]1[CH2:13][N:12](C(OC(C)(C)C)=O)[C@@H:11]([C:21]2[CH:26]=[C:25]([F:27])[CH:24]=[CH:23][C:22]=2[O:28][CH3:29])[CH2:10]1)([C:4]([CH3:7])([CH3:6])[CH3:5])([CH3:3])[CH3:2].[C:30]([OH:36])([C:32]([F:35])([F:34])[F:33])=[O:31], predict the reaction product.